This data is from Reaction yield outcomes from USPTO patents with 853,638 reactions. The task is: Predict the reaction yield, written as a fraction of the theoretical maximum amount of product (1.0 means a 100% yield; for example, 0.34 means a 34% yield). (1) The reactants are Br[C:2]1[CH:3]=[C:4]([N:22]([CH:24]2[CH2:28][CH2:27][CH2:26][CH2:25]2)[CH3:23])[C:5]([CH3:21])=[C:6]([CH:20]=1)[C:7]([NH:9][CH2:10][C:11]1[C:12](=[O:19])[NH:13][C:14]([CH3:18])=[CH:15][C:16]=1[CH3:17])=[O:8].[CH3:29][N:30]1[CH:34]=[C:33](B(O)O)[CH:32]=[N:31]1.C([O-])([O-])=O.[Na+].[Na+]. The catalyst is O1CCOCC1.C1C=CC([P]([Pd]([P](C2C=CC=CC=2)(C2C=CC=CC=2)C2C=CC=CC=2)([P](C2C=CC=CC=2)(C2C=CC=CC=2)C2C=CC=CC=2)[P](C2C=CC=CC=2)(C2C=CC=CC=2)C2C=CC=CC=2)(C2C=CC=CC=2)C2C=CC=CC=2)=CC=1. The product is [CH:24]1([N:22]([CH3:23])[C:4]2[C:5]([CH3:21])=[C:6]([CH:20]=[C:2]([C:33]3[CH:32]=[N:31][N:30]([CH3:29])[CH:34]=3)[CH:3]=2)[C:7]([NH:9][CH2:10][C:11]2[C:12](=[O:19])[NH:13][C:14]([CH3:18])=[CH:15][C:16]=2[CH3:17])=[O:8])[CH2:28][CH2:27][CH2:26][CH2:25]1. The yield is 0.700. (2) The reactants are [C:1]([C:9]1[CH:14]=[CH:13][C:12]([C:15]2[NH:19][C:18]3[CH:20]=[CH:21][C:22]([C:24]([NH2:26])=[O:25])=[CH:23][C:17]=3[N:16]=2)=[CH:11][CH:10]=1)(=[O:8])[C:2]1[CH:7]=[CH:6][CH:5]=[CH:4][CH:3]=1.[BH4-].[Na+]. The catalyst is CO. The product is [OH:8][CH:1]([C:2]1[CH:3]=[CH:4][CH:5]=[CH:6][CH:7]=1)[C:9]1[CH:10]=[CH:11][C:12]([C:15]2[NH:19][C:18]3[CH:20]=[CH:21][C:22]([C:24]([NH2:26])=[O:25])=[CH:23][C:17]=3[N:16]=2)=[CH:13][CH:14]=1. The yield is 0.830. (3) The reactants are [N:1]1[C:10]2[C:5](=[CH:6][C:7]([C:11](=[CH2:15])[CH2:12][CH2:13][OH:14])=[CH:8][CH:9]=2)[CH:4]=[CH:3][CH:2]=1. The catalyst is [Pt].CO. The product is [N:1]1[C:10]2[C:5](=[CH:6][C:7]([CH:11]([CH3:15])[CH2:12][CH2:13][OH:14])=[CH:8][CH:9]=2)[CH:4]=[CH:3][CH:2]=1. The yield is 0.990. (4) The reactants are [C:1]12C=[C:10]3[N:11]=[C:7]([CH:8]=[CH:9]3)[CH:6]=[C:4]3[NH:5][C:1]([CH:2]=[CH:3]3)=C[C:10]3=[N:11][C:7]([CH:8]=[CH:9]3)=[CH:6][C:4]([NH:5]1)=[CH:3][CH:2]=2.N1C=CC=C1. No catalyst specified. The product is [CH:9]1[CH:8]=[C:7]([CH2:6][C:4]2[NH:5][CH:1]=[CH:2][CH:3]=2)[NH:11][CH:10]=1. The yield is 0.310. (5) The reactants are Br[C:2]1[N:6]2[N:7]=[C:8]([NH:11][CH2:12][C:13]3[CH:14]=[N:15][CH:16]=[CH:17][CH:18]=3)[CH:9]=[CH:10][C:5]2=[N:4][CH:3]=1.[CH:19](/B(O)O)=[CH:20]\[CH2:21][CH2:22][CH2:23][CH3:24]. No catalyst specified. The product is [CH:19](/[C:2]1[N:6]2[N:7]=[C:8]([NH:11][CH2:12][C:13]3[CH:14]=[N:15][CH:16]=[CH:17][CH:18]=3)[CH:9]=[CH:10][C:5]2=[N:4][CH:3]=1)=[CH:20]\[CH2:21][CH2:22][CH2:23][CH3:24]. The yield is 0.500. (6) The reactants are [C:1]12([NH2:11])[CH2:10][CH:5]3[CH2:6][CH:7]([CH2:9][CH:3]([CH2:4]3)[CH2:2]1)[CH2:8]2.Cl[CH2:13][C:14]1[N:18]=[C:17]([CH2:19][O:20][CH3:21])[O:16][N:15]=1. No catalyst specified. The product is [CH3:21][O:20][CH2:19][C:17]1[O:16][N:15]=[C:14]([CH2:13][NH:11][C:1]23[CH2:8][CH:7]4[CH2:6][CH:5]([CH2:4][CH:3]([CH2:9]4)[CH2:2]2)[CH2:10]3)[N:18]=1. The yield is 0.810.